This data is from Forward reaction prediction with 1.9M reactions from USPTO patents (1976-2016). The task is: Predict the product of the given reaction. (1) Given the reactants C[O:2][C:3]([C:5]1[CH:10]=[CH:9][C:8]([CH:11]=O)=[CH:7][CH:6]=1)=[O:4].[CH2:13]([OH:17])[CH2:14][CH2:15][OH:16].CO.[OH-].[Na+], predict the reaction product. The product is: [O:16]1[CH2:15][CH2:14][CH2:13][O:17][CH:11]1[C:8]1[CH:9]=[CH:10][C:5]([C:3]([OH:4])=[O:2])=[CH:6][CH:7]=1. (2) The product is: [F:1][C:2]1[CH:11]=[CH:10][C:9]([F:12])=[CH:8][C:3]=1[O:4][CH2:5][CH2:6][NH2:7]. Given the reactants [F:1][C:2]1[CH:11]=[CH:10][C:9]([F:12])=[CH:8][C:3]=1[O:4][CH2:5][C:6]#[N:7].[H-].[Al+3].[Li+].[H-].[H-].[H-].O.[OH-].[Na+], predict the reaction product. (3) Given the reactants C([O:3][C:4]([C@H:6]1[CH2:11][CH2:10][C@H:9]([NH:12][C:13]2[N:18]=[C:17]([N:19]3[C:27]4[C:22](=[CH:23][CH:24]=[CH:25][CH:26]=4)[CH:21]=[N:20]3)[CH:16]=[CH:15][N:14]=2)[CH2:8][CH2:7]1)=[O:5])C.[OH-].[Na+].C1COCC1.Cl, predict the reaction product. The product is: [N:19]1([C:17]2[CH:16]=[CH:15][N:14]=[C:13]([NH:12][C@H:9]3[CH2:8][CH2:7][C@H:6]([C:4]([OH:5])=[O:3])[CH2:11][CH2:10]3)[N:18]=2)[C:27]2[C:22](=[CH:23][CH:24]=[CH:25][CH:26]=2)[CH:21]=[N:20]1. (4) Given the reactants [C:1]([O:5][C:6]([N:8]1[CH2:13][CH2:12][NH:11][C:10](=[O:14])[CH2:9]1)=[O:7])([CH3:4])([CH3:3])[CH3:2].Br[C:16]1[CH:21]=[CH:20][C:19]([CH3:22])=[CH:18][C:17]=1[CH3:23].C(=O)([O-])[O-].[K+].[K+].CNCCNC, predict the reaction product. The product is: [C:1]([O:5][C:6]([N:8]1[CH2:13][CH2:12][N:11]([C:16]2[CH:21]=[CH:20][C:19]([CH3:22])=[CH:18][C:17]=2[CH3:23])[C:10](=[O:14])[CH2:9]1)=[O:7])([CH3:4])([CH3:2])[CH3:3]. (5) Given the reactants [C:1]1([C:7]([NH:9][CH:10]2[CH2:15][CH:14]([C:16]3[CH:21]=[CH:20][C:19]([C:22]([F:25])([F:24])[F:23])=[CH:18][CH:17]=3)[CH2:13][N:12]([C:26](OC3C=CC([N+]([O-])=O)=CC=3)=[O:27])[CH2:11]2)=[O:8])[CH:6]=[CH:5][CH:4]=[CH:3][CH:2]=1.[NH:38]1[CH2:43][CH2:42][CH:41]([OH:44])[CH2:40][CH2:39]1.C(=O)([O-])[O-].[K+].[K+], predict the reaction product. The product is: [OH:44][CH:41]1[CH2:42][CH2:43][N:38]([C:26]([N:12]2[CH2:13][CH:14]([C:16]3[CH:17]=[CH:18][C:19]([C:22]([F:24])([F:25])[F:23])=[CH:20][CH:21]=3)[CH2:15][CH:10]([NH:9][C:7]([C:1]3[CH:6]=[CH:5][CH:4]=[CH:3][CH:2]=3)=[O:8])[CH2:11]2)=[O:27])[CH2:39][CH2:40]1. (6) Given the reactants [Cl:1][C:2]1[CH:3]=[C:4]2[C:10]([C:11]3[N:16]=[C:15]([NH:17][C@H:18]4[CH2:22][CH2:21][N:20](S(C)(=O)=O)[CH2:19]4)[C:14]([F:27])=[CH:13][N:12]=3)=[CH:9][NH:8][C:5]2=[N:6][CH:7]=1.[O:28]1[CH2:32][CH2:31][CH:30]([C:33](O)=[O:34])[CH2:29]1, predict the reaction product. The product is: [Cl:1][C:2]1[CH:3]=[C:4]2[C:10]([C:11]3[N:16]=[C:15]([NH:17][C@H:18]4[CH2:22][CH2:21][N:20]([C:33]([CH:30]5[CH2:31][CH2:32][O:28][CH2:29]5)=[O:34])[CH2:19]4)[C:14]([F:27])=[CH:13][N:12]=3)=[CH:9][NH:8][C:5]2=[N:6][CH:7]=1. (7) Given the reactants [N+:1]([C:4]1[CH:9]=[CH:8][CH:7]=[CH:6][C:5]=1[OH:10])([O-:3])=[O:2].[CH2:11](Br)[CH:12]=[CH2:13].C([O-])([O-])=O.[K+].[K+], predict the reaction product. The product is: [CH2:13]([O:10][C:5]1[CH:6]=[CH:7][CH:8]=[CH:9][C:4]=1[N+:1]([O-:3])=[O:2])[CH:12]=[CH2:11]. (8) Given the reactants C(O)(=O)C.[CH3:5][NH:6][C:7]1[CH:12]=[CH:11][N:10]2[CH:13]=[C:14]([C:16]3[CH:21]=[CH:20][C:19](CO)=[CH:18][CH:17]=3)[N:15]=[C:9]2[CH:8]=1.CNC1C=CN=C(N)C=1.BrCC(C1C=CC([N:43]2[CH2:48][CH2:47][O:46][CH2:45][CH2:44]2)=CC=1)=O, predict the reaction product. The product is: [CH3:5][NH:6][C:7]1[CH:12]=[CH:11][N:10]2[CH:13]=[C:14]([C:16]3[CH:17]=[CH:18][C:19]([N:43]4[CH2:48][CH2:47][O:46][CH2:45][CH2:44]4)=[CH:20][CH:21]=3)[N:15]=[C:9]2[CH:8]=1. (9) The product is: [C:32]([O:20][CH2:19][C@H:18]1[O:21][C@@H:14]([N:13]2[C:22]3[N:23]=[C:7]([NH:6][C:1](=[O:5])[CH:2]([CH3:4])[CH3:3])[NH:8][C:9](=[O:24])[C:10]=3[N:11]=[CH:12]2)[CH2:15][C@@H:16]1[OH:17])(=[O:39])[C:33]1[CH:38]=[CH:37][CH:36]=[CH:35][CH:34]=1. Given the reactants [C:1]([NH:6][C:7]1[NH:8][C:9](=[O:24])[C:10]2[N:11]=[CH:12][N:13]([C:22]=2[N:23]=1)[C@@H:14]1[O:21][C@H:18]([CH2:19][OH:20])[C@@H:16]([OH:17])[CH2:15]1)(=[O:5])[CH:2]([CH3:4])[CH3:3].CCN(CC)CC.[C:32](O[C:32](=[O:39])[C:33]1[CH:38]=[CH:37][CH:36]=[CH:35][CH:34]=1)(=[O:39])[C:33]1[CH:38]=[CH:37][CH:36]=[CH:35][CH:34]=1, predict the reaction product. (10) Given the reactants Br[C:2]1[CH:3]=[N:4][CH:5]=[C:6]([Br:8])[CH:7]=1.[CH3:9][Si:10]([C:13]#[CH:14])([CH3:12])[CH3:11], predict the reaction product. The product is: [Br:8][C:6]1[CH:5]=[N:4][CH:3]=[C:2]([C:14]#[C:13][Si:10]([CH3:12])([CH3:11])[CH3:9])[CH:7]=1.